Dataset: NCI-60 drug combinations with 297,098 pairs across 59 cell lines. Task: Regression. Given two drug SMILES strings and cell line genomic features, predict the synergy score measuring deviation from expected non-interaction effect. (1) Drug 1: CN1C2=C(C=C(C=C2)N(CCCl)CCCl)N=C1CCCC(=O)O.Cl. Drug 2: B(C(CC(C)C)NC(=O)C(CC1=CC=CC=C1)NC(=O)C2=NC=CN=C2)(O)O. Cell line: SF-539. Synergy scores: CSS=68.5, Synergy_ZIP=11.4, Synergy_Bliss=10.3, Synergy_Loewe=-46.5, Synergy_HSA=8.20. (2) Drug 1: CC1CCC2CC(C(=CC=CC=CC(CC(C(=O)C(C(C(=CC(C(=O)CC(OC(=O)C3CCCCN3C(=O)C(=O)C1(O2)O)C(C)CC4CCC(C(C4)OC)O)C)C)O)OC)C)C)C)OC. Drug 2: CCC1(CC2CC(C3=C(CCN(C2)C1)C4=CC=CC=C4N3)(C5=C(C=C6C(=C5)C78CCN9C7C(C=CC9)(C(C(C8N6C)(C(=O)OC)O)OC(=O)C)CC)OC)C(=O)OC)O.OS(=O)(=O)O. Cell line: SF-268. Synergy scores: CSS=6.90, Synergy_ZIP=-0.866, Synergy_Bliss=1.00, Synergy_Loewe=-4.40, Synergy_HSA=-1.53. (3) Drug 2: CN(CCCl)CCCl.Cl. Synergy scores: CSS=18.3, Synergy_ZIP=-8.87, Synergy_Bliss=-7.63, Synergy_Loewe=-11.7, Synergy_HSA=-6.67. Drug 1: CC1=C(C=C(C=C1)NC(=O)C2=CC=C(C=C2)CN3CCN(CC3)C)NC4=NC=CC(=N4)C5=CN=CC=C5. Cell line: SNB-19. (4) Drug 1: C1=CC(=CC=C1C#N)C(C2=CC=C(C=C2)C#N)N3C=NC=N3. Drug 2: C(CCl)NC(=O)N(CCCl)N=O. Cell line: M14. Synergy scores: CSS=6.42, Synergy_ZIP=1.43, Synergy_Bliss=7.11, Synergy_Loewe=3.46, Synergy_HSA=1.89. (5) Drug 1: CCC1=CC2CC(C3=C(CN(C2)C1)C4=CC=CC=C4N3)(C5=C(C=C6C(=C5)C78CCN9C7C(C=CC9)(C(C(C8N6C)(C(=O)OC)O)OC(=O)C)CC)OC)C(=O)OC.C(C(C(=O)O)O)(C(=O)O)O. Drug 2: CC12CCC3C(C1CCC2O)C(CC4=C3C=CC(=C4)O)CCCCCCCCCS(=O)CCCC(C(F)(F)F)(F)F. Cell line: NCI-H226. Synergy scores: CSS=22.3, Synergy_ZIP=0.490, Synergy_Bliss=2.80, Synergy_Loewe=3.90, Synergy_HSA=3.91. (6) Drug 1: CC1OCC2C(O1)C(C(C(O2)OC3C4COC(=O)C4C(C5=CC6=C(C=C35)OCO6)C7=CC(=C(C(=C7)OC)O)OC)O)O. Drug 2: C1=CC=C(C=C1)NC(=O)CCCCCCC(=O)NO. Cell line: T-47D. Synergy scores: CSS=65.7, Synergy_ZIP=12.2, Synergy_Bliss=13.7, Synergy_Loewe=10.3, Synergy_HSA=15.3. (7) Drug 1: CC(C1=C(C=CC(=C1Cl)F)Cl)OC2=C(N=CC(=C2)C3=CN(N=C3)C4CCNCC4)N. Drug 2: C1C(C(OC1N2C=C(C(=O)NC2=O)F)CO)O. Cell line: OVCAR-8. Synergy scores: CSS=41.0, Synergy_ZIP=1.57, Synergy_Bliss=1.86, Synergy_Loewe=-15.6, Synergy_HSA=2.26. (8) Drug 1: CCC1=CC2CC(C3=C(CN(C2)C1)C4=CC=CC=C4N3)(C5=C(C=C6C(=C5)C78CCN9C7C(C=CC9)(C(C(C8N6C)(C(=O)OC)O)OC(=O)C)CC)OC)C(=O)OC.C(C(C(=O)O)O)(C(=O)O)O. Drug 2: CC1=C(C(=O)C2=C(C1=O)N3CC4C(C3(C2COC(=O)N)OC)N4)N. Cell line: SNB-19. Synergy scores: CSS=59.4, Synergy_ZIP=1.65, Synergy_Bliss=0.432, Synergy_Loewe=3.39, Synergy_HSA=4.21. (9) Drug 1: C1CCC(C1)C(CC#N)N2C=C(C=N2)C3=C4C=CNC4=NC=N3. Drug 2: C1C(C(OC1N2C=C(C(=O)NC2=O)F)CO)O. Cell line: EKVX. Synergy scores: CSS=8.16, Synergy_ZIP=-2.08, Synergy_Bliss=0.614, Synergy_Loewe=1.01, Synergy_HSA=1.75. (10) Drug 1: CC(CN1CC(=O)NC(=O)C1)N2CC(=O)NC(=O)C2. Drug 2: C1=NC2=C(N1)C(=S)N=CN2. Cell line: SNB-19. Synergy scores: CSS=17.0, Synergy_ZIP=-6.96, Synergy_Bliss=-6.59, Synergy_Loewe=-5.37, Synergy_HSA=-4.27.